From a dataset of Forward reaction prediction with 1.9M reactions from USPTO patents (1976-2016). Predict the product of the given reaction. (1) Given the reactants [CH2:1](Br)[C:2]1[CH:7]=[CH:6][CH:5]=[CH:4][CH:3]=1.Br[C:10]1[CH:15]=[CH:14][C:13]([CH:16]2[O:20][CH2:19][CH2:18][O:17]2)=[CH:12][N:11]=1, predict the reaction product. The product is: [CH2:1]([C:10]1[CH:15]=[CH:14][C:13]([CH:16]2[O:17][CH2:18][CH2:19][O:20]2)=[CH:12][N:11]=1)[C:2]1[CH:7]=[CH:6][CH:5]=[CH:4][CH:3]=1. (2) Given the reactants Cl[C:2]1[CH:7]=[C:6]([NH:8][CH:9]2[CH2:11][CH2:10]2)[N:5]2[N:12]=[CH:13][C:14]([CH:15]=[O:16])=[C:4]2[N:3]=1.[N-:17]=[N+:18]=[N-:19].[Na+].O, predict the reaction product. The product is: [N:17]([C:2]1[CH:7]=[C:6]([NH:8][CH:9]2[CH2:11][CH2:10]2)[N:5]2[N:12]=[CH:13][C:14]([CH:15]=[O:16])=[C:4]2[N:3]=1)=[N+:18]=[N-:19]. (3) Given the reactants [Br:1][C:2]1[CH:7]=[CH:6][C:5]([S:8](Cl)(=[O:10])=[O:9])=[C:4]([F:12])[CH:3]=1.[F-:13].C([N+](CCCC)(CCCC)CCCC)CCC, predict the reaction product. The product is: [Br:1][C:2]1[CH:7]=[CH:6][C:5]([S:8]([F:13])(=[O:10])=[O:9])=[C:4]([F:12])[CH:3]=1. (4) Given the reactants [N:1]1([CH2:7][CH2:8][NH:9][C:10]([CH:12]2[CH2:17][CH2:16][CH2:15][CH2:14][CH2:13]2)=[O:11])[CH2:6][CH2:5][NH:4][CH2:3][CH2:2]1.Cl[C:19]1[CH:24]=[CH:23][CH:22]=[C:21]([N+:25]([O-:27])=[O:26])[N:20]=1.C(N(C(C)C)CC)(C)C, predict the reaction product. The product is: [N+:25]([C:21]1[N:20]=[C:19]([N:4]2[CH2:5][CH2:6][N:1]([CH2:7][CH2:8][NH:9][C:10]([CH:12]3[CH2:17][CH2:16][CH2:15][CH2:14][CH2:13]3)=[O:11])[CH2:2][CH2:3]2)[CH:24]=[CH:23][CH:22]=1)([O-:27])=[O:26]. (5) Given the reactants [Cl:1][CH2:2][C:3](Cl)=[O:4].[NH2:6][C:7]1[CH:27]=[C:26]([Cl:28])[C:10]2[O:11][C:12]3[C:21]([CH3:22])=[CH:20][C:19]([C:23]([OH:25])=[O:24])=[CH:18][C:13]=3[S:14](=[O:17])(=[O:16])[CH2:15][C:9]=2[CH:8]=1.N1C=CC=C[CH:30]=1, predict the reaction product. The product is: [CH3:30][O:24][C:23]([C:19]1[CH:20]=[C:21]([CH3:22])[C:12]2[O:11][C:10]3[C:26]([Cl:28])=[CH:27][C:7]([NH:6][C:3](=[O:4])[CH2:2][Cl:1])=[CH:8][C:9]=3[CH2:15][S:14](=[O:16])(=[O:17])[C:13]=2[CH:18]=1)=[O:25]. (6) The product is: [Cl:1][C:2]1[C:3]([F:27])=[C:4]([C:23]([F:26])=[CH:24][CH:25]=1)[O:5][C:6]1[CH2:10][N:9]([C@@H:11]([CH2:15][CH:16]2[CH2:21][CH2:20][CH2:19][CH2:18][CH2:17]2)[C:12]([NH:28][C:29]2[CH:33]=[CH:32][N:31]([CH2:34][C:35]([OH:37])([CH3:36])[CH3:38])[N:30]=2)=[O:14])[C:8](=[O:22])[CH:7]=1. Given the reactants [Cl:1][C:2]1[C:3]([F:27])=[C:4]([C:23]([F:26])=[CH:24][CH:25]=1)[O:5][C:6]1[CH2:10][N:9]([C@@H:11]([CH2:15][CH:16]2[CH2:21][CH2:20][CH2:19][CH2:18][CH2:17]2)[C:12]([OH:14])=O)[C:8](=[O:22])[CH:7]=1.[NH2:28][C:29]1[CH:33]=[CH:32][N:31]([CH2:34][C:35]([CH3:38])([OH:37])[CH3:36])[N:30]=1.F[P-](F)(F)(F)(F)F.N1(O[P+](N(C)C)(N(C)C)N(C)C)C2C=CC=CC=2N=N1.C(N(CC)C(C)C)(C)C, predict the reaction product. (7) Given the reactants [F:1][C:2]1[CH:7]=[CH:6][C:5]([CH2:8][C:9]2[CH:18]=[C:17]3[C:12]([C:13]([OH:35])=[C:14]([C:30](OCC)=[O:31])[C:15](=[O:29])[N:16]3[CH2:19][CH2:20][CH2:21][N:22]3[CH2:27][CH2:26][CH2:25][CH2:24][C:23]3=[O:28])=[N:11][CH:10]=2)=[CH:4][CH:3]=1.[NH2:36][C@H:37]([CH3:40])[CH2:38][OH:39], predict the reaction product. The product is: [F:1][C:2]1[CH:7]=[CH:6][C:5]([CH2:8][C:9]2[CH:18]=[C:17]3[C:12]([C:13]([OH:35])=[C:14]([C:30]([NH:36][C@H:37]([CH3:40])[CH2:38][OH:39])=[O:31])[C:15](=[O:29])[N:16]3[CH2:19][CH2:20][CH2:21][N:22]3[CH2:27][CH2:26][CH2:25][CH2:24][C:23]3=[O:28])=[N:11][CH:10]=2)=[CH:4][CH:3]=1. (8) Given the reactants OC(C(F)(F)F)=O.[CH2:8]1[C:11]2([CH2:15][CH2:14][CH2:13][NH:12]2)[CH2:10][O:9]1.[F:16][CH:17]([F:46])[C:18]1[CH:23]=[CH:22][C:21]([C:24]2[O:28][C:27]([C:29]([N:31]3[CH2:34][CH:33]([O:35][C:36]4[CH:43]=[CH:42][C:39]([CH:40]=O)=[CH:38][C:37]=4[O:44][CH3:45])[CH2:32]3)=[O:30])=[N:26][N:25]=2)=[CH:20][CH:19]=1.C(N(CC)CC)C.[Na].C([O-])(O)=O.[Na+], predict the reaction product. The product is: [CH2:10]1[C:11]2([CH2:15][CH2:14][CH2:13][N:12]2[CH2:40][C:39]2[CH:42]=[CH:43][C:36]([O:35][CH:33]3[CH2:34][N:31]([C:29]([C:27]4[O:28][C:24]([C:21]5[CH:20]=[CH:19][C:18]([CH:17]([F:46])[F:16])=[CH:23][CH:22]=5)=[N:25][N:26]=4)=[O:30])[CH2:32]3)=[C:37]([O:44][CH3:45])[CH:38]=2)[CH2:8][O:9]1. (9) Given the reactants [NH2:1][CH:2]1[CH2:8][CH2:7][CH2:6][N:5]([S:9]([C:12]2[CH:17]=[CH:16][CH:15]=[CH:14][N:13]=2)(=[O:11])=[O:10])[CH2:4][CH:3]1[OH:18].[C:19]([N:26](C1CCCCC1)[C@H:27]([C:29](O)=[O:30])[CH3:28])([O:21][C:22]([CH3:25])([CH3:24])[CH3:23])=[O:20].ON1[C:43]2[CH:44]=[CH:45][CH:46]=[CH:47][C:42]=2N=N1.C(O)C(N)(CO)CO, predict the reaction product. The product is: [C:22]([O:21][C:19](=[O:20])[NH:26][C@H:27]([C:29](=[O:30])[NH:1][CH:2]1[CH2:8][CH2:7][CH2:6][N:5]([S:9]([C:12]2[CH:17]=[CH:16][CH:15]=[CH:14][N:13]=2)(=[O:11])=[O:10])[CH2:4][CH:3]1[OH:18])[CH2:28][CH:42]1[CH2:47][CH2:46][CH2:45][CH2:44][CH2:43]1)([CH3:23])([CH3:24])[CH3:25].